This data is from Peptide-MHC class II binding affinity with 134,281 pairs from IEDB. The task is: Regression. Given a peptide amino acid sequence and an MHC pseudo amino acid sequence, predict their binding affinity value. This is MHC class II binding data. The peptide sequence is ARTISEAGQAMASTE. The MHC is HLA-DPA10201-DPB10501 with pseudo-sequence HLA-DPA10201-DPB10501. The binding affinity (normalized) is 0.0492.